This data is from Tyrosyl-DNA phosphodiesterase HTS with 341,365 compounds. The task is: Binary Classification. Given a drug SMILES string, predict its activity (active/inactive) in a high-throughput screening assay against a specified biological target. (1) The compound is o1nc(c(c1C)/C(=N\OC(=O)c1ccc(cc1)C)C)C(OC)=O. The result is 0 (inactive). (2) The compound is O1CCN(CC1)c1ccc(Nc2nc(cc(n2)C)C)cc1. The result is 0 (inactive).